Dataset: Catalyst prediction with 721,799 reactions and 888 catalyst types from USPTO. Task: Predict which catalyst facilitates the given reaction. (1) Reactant: [O:1]=[C:2]([CH3:9])[CH2:3][C:4]([O:6][CH2:7][CH3:8])=[O:5].[H-].[Na+].[Li]CCCC.Br[CH2:18][C:19]1[CH:24]=[CH:23][CH:22]=[CH:21][CH:20]=1. Product: [O:1]=[C:2]([CH2:9][CH2:18][C:19]1[CH:24]=[CH:23][CH:22]=[CH:21][CH:20]=1)[CH2:3][C:4]([O:6][CH2:7][CH3:8])=[O:5]. The catalyst class is: 1. (2) Reactant: C([O:8][C:9]1[CH:10]=[C:11]2[C:16](=[CH:17][C:18]=1[O:19][CH3:20])[N:15]=[C:14]([C:21]1[CH:26]=[CH:25][CH:24]=[C:23]([N+:27]([O-:29])=[O:28])[CH:22]=1)[NH:13][C:12]2=[O:30])C1C=CC=CC=1. Product: [OH:8][C:9]1[CH:10]=[C:11]2[C:16](=[CH:17][C:18]=1[O:19][CH3:20])[N:15]=[C:14]([C:21]1[CH:26]=[CH:25][CH:24]=[C:23]([N+:27]([O-:29])=[O:28])[CH:22]=1)[NH:13][C:12]2=[O:30]. The catalyst class is: 55. (3) Reactant: [CH:1]1([NH2:7])[CH2:6][CH2:5][CH2:4][CH2:3][CH2:2]1.[OH:8][C:9]1[CH:16]=[C:15]([O:17][CH3:18])[CH:14]=[CH:13][C:10]=1[CH:11]=O.[BH4-].[Na+].[C:21](C1NC=CN=1)(C1NC=CN=1)=[O:22]. Product: [CH:1]1([N:7]2[CH2:11][C:10]3[CH:13]=[CH:14][C:15]([O:17][CH3:18])=[CH:16][C:9]=3[O:8][C:21]2=[O:22])[CH2:6][CH2:5][CH2:4][CH2:3][CH2:2]1. The catalyst class is: 88. (4) Reactant: [BH4-].[Na+].[C:3]([Si:7]([CH3:25])([CH3:24])[O:8][C@@H:9]1[C:17]2[C:12](=[C:13]([C:18](=[O:23])[C:19]([F:22])([F:21])[F:20])[CH:14]=[CH:15][CH:16]=2)[CH2:11][CH2:10]1)([CH3:6])([CH3:5])[CH3:4]. Product: [C:3]([Si:7]([CH3:25])([CH3:24])[O:8][C@@H:9]1[C:17]2[C:12](=[C:13]([CH:18]([OH:23])[C:19]([F:20])([F:21])[F:22])[CH:14]=[CH:15][CH:16]=2)[CH2:11][CH2:10]1)([CH3:6])([CH3:5])[CH3:4]. The catalyst class is: 8. (5) Reactant: Cl.Cl[C:3]1[N:8]=[C:7]([C:9]2([C:13]([OH:15])=O)[CH2:12][CH2:11][CH2:10]2)[CH:6]=[CH:5][CH:4]=1.[CH3:16][O:17][C:18]1[CH:23]=[CH:22][C:21]([CH2:24][CH2:25][NH2:26])=[CH:20][CH:19]=1.Cl.C(N=C=NCCCN(C)C)C. Product: [CH3:16][O:17][C:18]1[CH:23]=[CH:22][C:21]([CH2:24][CH2:25][NH:26][C:13]([C:9]2([C:7]3[CH:6]=[CH:5][CH:4]=[CH:3][N:8]=3)[CH2:10][CH2:11][CH2:12]2)=[O:15])=[CH:20][CH:19]=1. The catalyst class is: 112.